This data is from Reaction yield outcomes from USPTO patents with 853,638 reactions. The task is: Predict the reaction yield, written as a fraction of the theoretical maximum amount of product (1.0 means a 100% yield; for example, 0.34 means a 34% yield). The reactants are [NH2:1][C:2]1[C:7]2[N:8]=[C:9]([C:11]([F:14])([F:13])[F:12])[O:10][C:6]=2[CH:5]=[CH:4][CH:3]=1.[C:15]1(=O)[O:20][C:18](=[O:19])[CH:17]=[CH:16]1. The catalyst is C(O)(=O)C. The product is [F:12][C:11]([F:14])([F:13])[C:9]1[O:10][C:6]2[CH:5]=[CH:4][CH:3]=[C:2]([N:1]3[C:18](=[O:19])[CH:17]=[CH:16][C:15]3=[O:20])[C:7]=2[N:8]=1. The yield is 0.570.